This data is from Catalyst prediction with 721,799 reactions and 888 catalyst types from USPTO. The task is: Predict which catalyst facilitates the given reaction. (1) Product: [OH:8][N:9]1[C:15](=[O:16])[N:14]2[CH2:17][C@H:10]1[CH2:11][CH2:12][C@H:13]2[C:18]([NH:20][NH:21][C:22]1[CH:23]=[N:24][CH:25]=[CH:26][CH:27]=1)=[O:19]. Reactant: C([O:8][N:9]1[C:15](=[O:16])[N:14]2[CH2:17][C@H:10]1[CH2:11][CH2:12][C@H:13]2[C:18]([NH:20][NH:21][C:22]1[CH:23]=[N:24][CH:25]=[CH:26][CH:27]=1)=[O:19])C1C=CC=CC=1. The catalyst class is: 19. (2) Reactant: [CH3:1][C:2]1([CH2:6][OH:7])[CH2:5][O:4][CH2:3]1.[CH3:8][C:9]1[CH:14]=[CH:13][C:12]([S:15](Cl)(=[O:17])=[O:16])=[CH:11][CH:10]=1. Product: [CH3:1][C:2]1([CH2:6][O:7][S:15]([C:12]2[CH:13]=[CH:14][C:9]([CH3:8])=[CH:10][CH:11]=2)(=[O:17])=[O:16])[CH2:5][O:4][CH2:3]1. The catalyst class is: 79. (3) The catalyst class is: 6. Reactant: [CH2:1]([O:3][C:4]([C:6]1[N:7]([C:16]2[CH:21]=[CH:20][C:19]([O:22][CH:23]([CH3:25])[CH3:24])=[CH:18][CH:17]=2)[C:8]2[C:13]([CH:14]=1)=[CH:12][CH:11]=[C:10]([OH:15])[CH:9]=2)=[O:5])[CH3:2].[Cl:26][C:27]1[CH:32]=[CH:31][CH:30]=[C:29](Cl)[N:28]=1.C([O-])([O-])=O.[K+].[K+].CN(C=O)C. Product: [CH2:1]([O:3][C:4]([C:6]1[N:7]([C:16]2[CH:21]=[CH:20][C:19]([O:22][CH:23]([CH3:24])[CH3:25])=[CH:18][CH:17]=2)[C:8]2[C:13]([CH:14]=1)=[CH:12][CH:11]=[C:10]([O:15][C:29]1[CH:30]=[CH:31][CH:32]=[C:27]([Cl:26])[N:28]=1)[CH:9]=2)=[O:5])[CH3:2]. (4) Reactant: [CH3:1][C:2]1[CH:3]=[C:4]([N:9]2[C:13]([OH:14])=[C:12]([C:15](=O)[CH3:16])[C:11]([C:18]([F:21])([F:20])[F:19])=[N:10]2)[CH:5]=[CH:6][C:7]=1[CH3:8].[CH3:22][O:23][C:24]([C:26]1[CH:35]=[CH:34][C:29]([C:30]([NH:32][NH2:33])=[O:31])=[CH:28][CH:27]=1)=[O:25]. Product: [CH3:1][C:2]1[CH:3]=[C:4]([N:9]2[C:13](=[O:14])[C:12](=[C:15]([NH:33][NH:32][C:30](=[O:31])[C:29]3[CH:28]=[CH:27][C:26]([C:24]([O:23][CH3:22])=[O:25])=[CH:35][CH:34]=3)[CH3:16])[C:11]([C:18]([F:19])([F:20])[F:21])=[N:10]2)[CH:5]=[CH:6][C:7]=1[CH3:8]. The catalyst class is: 3. (5) Reactant: [CH:1]([NH:3][NH:4][C:5](=[O:20])[C:6]([NH:9][C:10](=[O:19])[O:11][CH2:12][C:13]1[CH:18]=[CH:17][CH:16]=[CH:15][CH:14]=1)([CH3:8])[CH3:7])=O.C1C=CC(P(C2C=CC=CC=2)C2C=CC=CC=2)=CC=1.CCN(C(C)C)C(C)C.ClC(Cl)(Cl)C(Cl)(Cl)Cl. Product: [O:20]1[CH:1]=[N:3][N:4]=[C:5]1[C:6]([NH:9][C:10](=[O:19])[O:11][CH2:12][C:13]1[CH:14]=[CH:15][CH:16]=[CH:17][CH:18]=1)([CH3:7])[CH3:8]. The catalyst class is: 10.